From a dataset of Forward reaction prediction with 1.9M reactions from USPTO patents (1976-2016). Predict the product of the given reaction. (1) Given the reactants [NH2:1][C:2]([CH3:6])([CH3:5])[CH2:3][OH:4].O.C(=O)(O)[O-].[Na+].Cl[C:14]([O:16][CH2:17][C:18]1[CH:23]=[CH:22][CH:21]=[CH:20][CH:19]=1)=[O:15], predict the reaction product. The product is: [OH:4][CH2:3][C:2]([NH:1][C:14](=[O:15])[O:16][CH2:17][C:18]1[CH:23]=[CH:22][CH:21]=[CH:20][CH:19]=1)([CH3:6])[CH3:5]. (2) The product is: [Cl:10][C:9]1[CH:8]=[CH:7][C:6]([C:11]2[C:12]([N:17]3[CH2:22][CH2:21][CH:20]([C:23]([O:25][CH3:26])=[O:24])[CH2:19][CH2:18]3)=[N:13][CH:14]=[CH:15][CH:16]=2)=[CH:5][C:4]=1[C:1]([NH:27][CH2:28][C:29]1([OH:36])[CH2:35][CH2:34][CH2:33][CH2:32][CH2:31][CH2:30]1)=[O:3]. Given the reactants [C:1]([C:4]1[CH:5]=[C:6]([C:11]2[C:12]([N:17]3[CH2:22][CH2:21][CH:20]([C:23]([O:25][CH3:26])=[O:24])[CH2:19][CH2:18]3)=[N:13][CH:14]=[CH:15][CH:16]=2)[CH:7]=[CH:8][C:9]=1[Cl:10])([OH:3])=O.[NH2:27][CH2:28][C:29]1([OH:36])[CH2:35][CH2:34][CH2:33][CH2:32][CH2:31][CH2:30]1, predict the reaction product.